Dataset: Reaction yield outcomes from USPTO patents with 853,638 reactions. Task: Predict the reaction yield, written as a fraction of the theoretical maximum amount of product (1.0 means a 100% yield; for example, 0.34 means a 34% yield). (1) The reactants are Cl.[CH:2]1([N:7]2[CH2:12][CH2:11][N:10]([C:13]3[CH:18]=[C:17]([NH:19][CH3:20])[CH:16]=[CH:15][N:14]=3)[CH2:9][CH2:8]2)[CH2:6][CH2:5][CH2:4][CH2:3]1.O=C(Cl)[O:23][C:24](Cl)(Cl)Cl.CCN(CC)CC.[NH:36]1[CH2:41][CH2:40][CH2:39][CH2:38][CH2:37]1. The catalyst is C1COCC1. The product is [CH:2]1([N:7]2[CH2:8][CH2:9][N:10]([C:13]3[CH:18]=[C:17]([N:19]([CH3:20])[C:24]([N:36]4[CH2:41][CH2:40][CH2:39][CH2:38][CH2:37]4)=[O:23])[CH:16]=[CH:15][N:14]=3)[CH2:11][CH2:12]2)[CH2:3][CH2:4][CH2:5][CH2:6]1. The yield is 0.520. (2) The reactants are C1(C2NN=C(N[C:10]3[N:15]=[C:14]([NH:16][C@H:17](C4C=CC(F)=CC=4)C)[C:13]([CH2:26]NC(=O)CN4CCOCC4)=C[C:11]=3[F:37])C=2)CC1.Cl[C:39]1[N:46]=[C:45]([NH:47][C:48]2[CH:52]=[C:51]([CH3:53])[NH:50][N:49]=2)[C:44]([Cl:54])=[CH:43][C:40]=1[C:41]#[N:42].CC[N:57](C(C)C)C(C)C. The catalyst is CCCCO. The product is [Cl:54][C:44]1[C:45]([NH:47][C:48]2[CH:52]=[C:51]([CH3:53])[NH:50][N:49]=2)=[N:46][C:39]([NH:57][CH:13]([C:14]2[N:15]=[CH:10][C:11]([F:37])=[CH:17][N:16]=2)[CH3:26])=[C:40]([CH:43]=1)[C:41]#[N:42]. The yield is 0.150.